Dataset: Catalyst prediction with 721,799 reactions and 888 catalyst types from USPTO. Task: Predict which catalyst facilitates the given reaction. (1) Reactant: [NH2:1][C:2]([N:4]([CH2:17][C:18]([O:20]CC)=O)[C@@H:5]([C:13]([CH3:16])([CH3:15])[CH3:14])[C:6]([O:8][C:9]([CH3:12])([CH3:11])[CH3:10])=[O:7])=[O:3].C(N(CC)CC)C. Product: [O:3]=[C:2]1[NH:1][C:18](=[O:20])[CH2:17][N:4]1[C@@H:5]([C:13]([CH3:16])([CH3:15])[CH3:14])[C:6]([O:8][C:9]([CH3:12])([CH3:11])[CH3:10])=[O:7]. The catalyst class is: 5. (2) Reactant: [Br:1][C:2]1[CH:3]=[C:4]2[C:9](=[CH:10][CH:11]=1)[C:8](=[O:12])[NH:7][C:6](=[O:13])/[C:5]/2=[CH:14]/OC.[CH3:17][CH:18]1[NH:23][CH:22]([CH3:24])[CH2:21][N:20]([C:25]2[CH:30]=[CH:29][C:28]([NH2:31])=[CH:27][CH:26]=2)[CH2:19]1. Product: [Br:1][C:2]1[CH:3]=[C:4]2[C:9](=[CH:10][CH:11]=1)[C:8](=[O:12])[NH:7][C:6](=[O:13])[C:5]2=[CH:14][NH:31][C:28]1[CH:27]=[CH:26][C:25]([N:20]2[CH2:19][CH:18]([CH3:17])[NH:23][CH:22]([CH3:24])[CH2:21]2)=[CH:30][CH:29]=1. The catalyst class is: 3. (3) Reactant: [F:1][C:2]1[CH:3]=[C:4]([CH:16]=[CH:17][CH:18]=1)[CH2:5][O:6][C:7]1[CH:12]=[CH:11][CH:10]=[C:9]([N+:13]([O-])=O)[CH:8]=1.[Cl-].[NH4+].CO.O1CCCC1. Product: [F:1][C:2]1[CH:3]=[C:4]([CH:16]=[CH:17][CH:18]=1)[CH2:5][O:6][C:7]1[CH:12]=[CH:11][CH:10]=[C:9]([NH2:13])[CH:8]=1. The catalyst class is: 150. (4) Reactant: [Br:1][C:2]1[CH:3]=[C:4]2[C:9](=[CH:10][CH:11]=1)[O:8][C:7](=[O:12])[C:6]([C:13]([OH:15])=O)=[CH:5]2.C(Cl)(=O)C([Cl:19])=O. Product: [Br:1][C:2]1[CH:3]=[C:4]2[C:9](=[CH:10][CH:11]=1)[O:8][C:7](=[O:12])[C:6]([C:13]([Cl:19])=[O:15])=[CH:5]2. The catalyst class is: 3. (5) Reactant: [NH2:1][C:2]1[C:7]([CH:8]=[O:9])=[C:6]([CH:10]2[CH2:15][CH2:14][CH2:13][N:12](C(OC(C)(C)C)=O)[CH2:11]2)[CH:5]=[C:4]([C:23]2[C:28]([OH:29])=[CH:27][CH:26]=[CH:25][C:24]=2[O:30][CH2:31][C:32]2[CH:37]=[CH:36][CH:35]=[CH:34][CH:33]=2)[N:3]=1.[ClH:38]. Product: [ClH:38].[NH2:1][C:2]1[N:3]=[C:4]([C:23]2[C:28]([OH:29])=[CH:27][CH:26]=[CH:25][C:24]=2[O:30][CH2:31][C:32]2[CH:37]=[CH:36][CH:35]=[CH:34][CH:33]=2)[CH:5]=[C:6]([CH:10]2[CH2:15][CH2:14][CH2:13][NH:12][CH2:11]2)[C:7]=1[CH:8]=[O:9]. The catalyst class is: 12. (6) Reactant: [OH:1][CH:2]1[C:6]2([CH2:11][CH2:10][N:9](C(OCC3C=CC=CC=3)=O)[CH2:8][CH2:7]2)[CH2:5][O:4][C:3]1([CH3:23])[CH3:22]. Product: [OH:1][CH:2]1[C:6]2([CH2:11][CH2:10][NH:9][CH2:8][CH2:7]2)[CH2:5][O:4][C:3]1([CH3:23])[CH3:22]. The catalyst class is: 19. (7) Reactant: [Cl-].[Ce+3].[Cl-].[Cl-].[I-].[Na+].Br[CH2:8][C:9]([C:11]1[CH:20]=[CH:19][C:14]2[C:15](=[O:18])[O:16][CH2:17][C:13]=2[C:12]=1[CH3:21])=[O:10].[O:22]=[C:23]1[CH2:28][CH2:27][N:26]([C:29]([O:31][C:32]([CH3:35])([CH3:34])[CH3:33])=[O:30])[CH2:25][CH2:24]1. Product: [OH:22][C:23]1([CH2:8][C:9]([C:11]2[CH:20]=[CH:19][C:14]3[C:15](=[O:18])[O:16][CH2:17][C:13]=3[C:12]=2[CH3:21])=[O:10])[CH2:24][CH2:25][N:26]([C:29]([O:31][C:32]([CH3:35])([CH3:34])[CH3:33])=[O:30])[CH2:27][CH2:28]1. The catalyst class is: 1.